Dataset: Peptide-MHC class II binding affinity with 134,281 pairs from IEDB. Task: Regression. Given a peptide amino acid sequence and an MHC pseudo amino acid sequence, predict their binding affinity value. This is MHC class II binding data. (1) The peptide sequence is VHAVKPVTEEPGMAK. The MHC is HLA-DQA10104-DQB10503 with pseudo-sequence HLA-DQA10104-DQB10503. The binding affinity (normalized) is 0. (2) The peptide sequence is YGKDALLHEHYVYAKEGYEP. The MHC is DRB1_0401 with pseudo-sequence DRB1_0401. The binding affinity (normalized) is 0.526. (3) The peptide sequence is VTKKEEPVNIEAEPP. The MHC is DRB1_0101 with pseudo-sequence DRB1_0101. The binding affinity (normalized) is 0.491. (4) The peptide sequence is KGIIFILLMLVTPSM. The MHC is DRB1_1302 with pseudo-sequence DRB1_1302. The binding affinity (normalized) is 0.375. (5) The peptide sequence is SCFEIKCTKPEACSG. The MHC is DRB4_0101 with pseudo-sequence DRB4_0103. The binding affinity (normalized) is 0.261.